This data is from Forward reaction prediction with 1.9M reactions from USPTO patents (1976-2016). The task is: Predict the product of the given reaction. Given the reactants [H-].[Na+].Cl[CH2:4][C:5]([NH:7][C:8]1[CH:13]=[C:12]([OH:14])[CH:11]=[CH:10][C:9]=1[OH:15])=[O:6].Cl, predict the reaction product. The product is: [OH:14][C:12]1[CH:11]=[CH:10][C:9]2[O:15][CH2:4][C:5](=[O:6])[NH:7][C:8]=2[CH:13]=1.